Dataset: Full USPTO retrosynthesis dataset with 1.9M reactions from patents (1976-2016). Task: Predict the reactants needed to synthesize the given product. (1) Given the product [C:10]([O:32][CH:21]([C:15]1[CH:16]=[CH:17][CH:18]=[CH:19][CH:20]=1)[CH2:22][CH:23]([C:25]1[CH:26]=[CH:27][CH:28]=[CH:29][CH:30]=1)[O:24][C:1](=[O:8])[CH2:2][CH3:7])(=[O:13])[CH2:11][CH3:12], predict the reactants needed to synthesize it. The reactants are: [C:1](Cl)(=[O:8])[C:2]1[CH:7]=CC=CC=1.[C:10](Cl)(=[O:13])[CH2:11][CH3:12].[C:15]1([CH:21]([OH:32])[CH:22](C)[CH:23]([C:25]2[CH:30]=[CH:29][CH:28]=[CH:27][CH:26]=2)[OH:24])[CH:20]=[CH:19][CH:18]=[CH:17][CH:16]=1.C1(C(O)CC(C2C=CC=CC=2)O)C=CC=CC=1. (2) Given the product [F:3][C:4]1[CH:5]=[CH:6][C:7]([N:10]2[CH2:15][CH2:14][N:13]([CH:17]([C:19]3[CH:24]=[CH:23][C:22]([CH2:25][NH:26][C:27](=[O:29])[CH3:28])=[CH:21][CH:20]=3)[CH3:18])[CH2:12][CH2:11]2)=[CH:8][CH:9]=1, predict the reactants needed to synthesize it. The reactants are: Cl.Cl.[F:3][C:4]1[CH:9]=[CH:8][C:7]([N:10]2[CH2:15][CH2:14][NH:13][CH2:12][CH2:11]2)=[CH:6][CH:5]=1.Cl[CH:17]([C:19]1[CH:24]=[CH:23][C:22]([CH2:25][NH:26][C:27](=[O:29])[CH3:28])=[CH:21][CH:20]=1)[CH3:18]. (3) Given the product [Cl:8][C:6]1[N:5]=[CH:4][N:3]=[C:2]([NH:19][CH2:18][CH:17]([C:12]2[CH:13]=[CH:14][CH:15]=[CH:16][C:11]=2[O:10][CH3:9])[CH3:20])[CH:7]=1, predict the reactants needed to synthesize it. The reactants are: Cl[C:2]1[CH:7]=[C:6]([Cl:8])[N:5]=[CH:4][N:3]=1.[CH3:9][O:10][C:11]1[CH:16]=[CH:15][CH:14]=[CH:13][C:12]=1[CH:17]([CH3:20])[CH2:18][NH2:19].CCN(C(C)C)C(C)C. (4) Given the product [Cl:1][C:2]1[CH:3]=[C:4]([N:10]2[C:14]([CH3:15])=[C:13]([O:16][C:17]3[CH:18]=[CH:19][C:20]([C:21]([NH:27][C:28]([CH3:32])([CH3:31])[CH2:29][OH:30])=[O:22])=[CH:24][CH:25]=3)[C:12]([CH3:26])=[N:11]2)[CH:5]=[CH:6][C:7]=1[C:8]#[N:9], predict the reactants needed to synthesize it. The reactants are: [Cl:1][C:2]1[CH:3]=[C:4]([N:10]2[C:14]([CH3:15])=[C:13]([O:16][C:17]3[CH:25]=[CH:24][C:20]([C:21](O)=[O:22])=[CH:19][CH:18]=3)[C:12]([CH3:26])=[N:11]2)[CH:5]=[CH:6][C:7]=1[C:8]#[N:9].[NH2:27][C:28]([CH3:32])([CH3:31])[CH2:29][OH:30]. (5) Given the product [Br:1][C:2]1[CH:7]=[CH:6][CH:5]=[C:4]([O:8][CH3:9])[C:3]=1[CH2:10][O:11][Si:23]([C:20]([CH3:22])([CH3:21])[CH3:19])([CH3:25])[CH3:24], predict the reactants needed to synthesize it. The reactants are: [Br:1][C:2]1[CH:7]=[CH:6][CH:5]=[C:4]([O:8][CH3:9])[C:3]=1[CH2:10][OH:11].CCN(CC)CC.[CH3:19][C:20]([Si:23](Cl)([CH3:25])[CH3:24])([CH3:22])[CH3:21].